Predict the reactants needed to synthesize the given product. From a dataset of Full USPTO retrosynthesis dataset with 1.9M reactions from patents (1976-2016). Given the product [CH:28]1([NH:31][C:24]([CH2:25][C:5]2[C:4]3[C:8](=[CH:9][CH:10]=[C:2]([F:1])[CH:3]=3)[N:7]([CH2:11][C:12]3[C:21]4[C:16](=[CH:17][CH:18]=[CH:19][CH:20]=4)[CH:15]=[CH:14][CH:13]=3)[C:6]=2[C:22]([OH:23])=[O:27])=[O:26])[CH2:30][CH2:29]1, predict the reactants needed to synthesize it. The reactants are: [F:1][C:2]1[CH:3]=[C:4]2[C:8](=[CH:9][CH:10]=1)[N:7]([CH2:11][C:12]1[C:21]3[C:16](=[CH:17][CH:18]=[CH:19][CH:20]=3)[CH:15]=[CH:14][CH:13]=1)[C:6]1[C:22](=[O:27])[O:23][C:24](=[O:26])[CH2:25][C:5]2=1.[CH:28]1([NH2:31])[CH2:30][CH2:29]1.